From a dataset of Forward reaction prediction with 1.9M reactions from USPTO patents (1976-2016). Predict the product of the given reaction. Given the reactants [OH:1][CH:2]1[CH:18]2[CH:9]([CH2:10][CH2:11][C:12]3[C:17]2([CH3:19])[CH2:16][CH2:15][C:14](=[O:20])[CH:13]=3)[CH:8]2[C:4]([CH3:24])([CH:5]([C:21](O)=[O:22])[CH2:6][CH2:7]2)[CH2:3]1.C([N:32]1[CH:36]=[CH:35]N=C1)(N1C=CN=C1)=O.C[N:38](C=O)C, predict the reaction product. The product is: [OH:1][CH:2]1[CH:18]2[CH:9]([CH2:10][CH2:11][C:12]3[C:17]2([CH3:19])[CH2:16][CH2:15][C:14](=[O:20])[CH:13]=3)[CH:8]2[C:4]([CH3:24])([CH:5]([C:21]3[O:22][N:32]=[C:36]([CH3:35])[N:38]=3)[CH2:6][CH2:7]2)[CH2:3]1.